From a dataset of Catalyst prediction with 721,799 reactions and 888 catalyst types from USPTO. Predict which catalyst facilitates the given reaction. Reactant: [Cl:1][C:2]1[CH:7]=[CH:6][N:5]=[C:4]2[N:8]([Si](C(C)C)(C(C)C)C(C)C)[CH:9]=[CH:10][C:3]=12.C([Li])(CC)C.Cl[C:27]([O:29][CH2:30][CH3:31])=[O:28]. Product: [Cl:1][C:2]1[C:7]([C:27]([O:29][CH2:30][CH3:31])=[O:28])=[CH:6][N:5]=[C:4]2[NH:8][CH:9]=[CH:10][C:3]=12. The catalyst class is: 7.